Predict the reactants needed to synthesize the given product. From a dataset of Full USPTO retrosynthesis dataset with 1.9M reactions from patents (1976-2016). (1) Given the product [OH:1][C@@:2]([C@H:11]1[O:16][CH2:15][CH2:14][N:13]([C:21]2[CH:22]=[CH:23][CH:24]=[C:19]([I:18])[N:20]=2)[C:12]1=[O:17])([CH3:10])[C:3]([O:5][C:6]([CH3:7])([CH3:8])[CH3:9])=[O:4], predict the reactants needed to synthesize it. The reactants are: [OH:1][C@@:2]([C@H:11]1[O:16][CH2:15][CH2:14][NH:13][C:12]1=[O:17])([CH3:10])[C:3]([O:5][C:6]([CH3:9])([CH3:8])[CH3:7])=[O:4].[I:18][C:19]1[CH:24]=[CH:23][CH:22]=[C:21](I)[N:20]=1.CN[C@@H]1CCCC[C@H]1NC.P([O-])([O-])([O-])=O.[K+].[K+].[K+]. (2) Given the product [CH2:1]([O:8][C@@H:9]1[C@@H:14]([O:15][CH2:16][C:17]2[CH:22]=[CH:21][CH:20]=[CH:19][CH:18]=2)[C@H:13]([O:23][CH2:24][C:25]2[CH:30]=[CH:29][CH:28]=[CH:27][CH:26]=2)[C@@H:12]([CH2:31][O:32][CH2:33][C:34]2[CH:39]=[CH:38][CH:37]=[CH:36][CH:35]=2)[O:11][C@H:10]1[C:40]1[CH:45]=[C:44]([CH2:46][C:47]2[CH:52]=[CH:51][C:50](/[CH:65]=[CH:64]/[CH2:63][NH:66][C:67]([NH:69][C:70]([CH3:74])([CH3:73])[CH2:71][OH:72])=[O:68])=[CH:49][CH:48]=2)[C:43]([CH3:54])=[CH:42][C:41]=1[O:55][CH2:56][C:57]1[CH:62]=[CH:61][CH:60]=[CH:59][CH:58]=1)[C:2]1[CH:7]=[CH:6][CH:5]=[CH:4][CH:3]=1, predict the reactants needed to synthesize it. The reactants are: [CH2:1]([O:8][C@@H:9]1[C@@H:14]([O:15][CH2:16][C:17]2[CH:22]=[CH:21][CH:20]=[CH:19][CH:18]=2)[C@H:13]([O:23][CH2:24][C:25]2[CH:30]=[CH:29][CH:28]=[CH:27][CH:26]=2)[C@@H:12]([CH2:31][O:32][CH2:33][C:34]2[CH:39]=[CH:38][CH:37]=[CH:36][CH:35]=2)[O:11][C@H:10]1[C:40]1[CH:45]=[C:44]([CH2:46][C:47]2[CH:52]=[CH:51][C:50](Br)=[CH:49][CH:48]=2)[C:43]([CH3:54])=[CH:42][C:41]=1[O:55][CH2:56][C:57]1[CH:62]=[CH:61][CH:60]=[CH:59][CH:58]=1)[C:2]1[CH:7]=[CH:6][CH:5]=[CH:4][CH:3]=1.[CH2:63]([NH:66][C:67]([NH:69][C:70]([CH3:74])([CH3:73])[CH2:71][OH:72])=[O:68])[CH:64]=[CH2:65].CC1C(P(C2C(C)=CC=CC=2)C2C(C)=CC=CC=2)=CC=CC=1.C(N(CC)CC)C. (3) The reactants are: [Al+3].[Cl-].[Cl-].[Cl-].C[O:6][C:7]1[CH:8]=[C:9]([NH:13][C:14](=[O:23])[CH:15]=[CH:16]C2C=CC=CC=2)[CH:10]=[CH:11][CH:12]=1. Given the product [OH:6][C:7]1[CH:8]=[C:9]2[C:10]([CH:16]=[CH:15][C:14](=[O:23])[NH:13]2)=[CH:11][CH:12]=1, predict the reactants needed to synthesize it. (4) Given the product [CH2:18]([O:17][C:15]([NH:3][CH:4]([CH2:8][CH2:9][P:10]([OH:13])([OH:12])=[O:11])[C:5]([OH:7])=[O:6])=[O:16])[C:19]1[CH:24]=[CH:23][CH:22]=[CH:21][CH:20]=1, predict the reactants needed to synthesize it. The reactants are: [OH-].[Na+].[NH2:3][CH:4]([CH2:8][CH2:9][P:10]([OH:13])([OH:12])=[O:11])[C:5]([OH:7])=[O:6].Cl[C:15]([O:17][CH2:18][C:19]1[CH:24]=[CH:23][CH:22]=[CH:21][CH:20]=1)=[O:16].C(=O)([O-])O.[Na+].C1C=C2C(C(O)(O)C(=O)C2=CC=1)=O. (5) Given the product [O:3]1[C:7]2[CH:8]=[CH:9][CH:10]=[C:11]([CH:12]3[CH2:17][CH2:16][N:15]([CH2:18][CH2:19][C@H:20]4[CH2:21][CH2:22][C@H:23]([NH:26][C:28](=[O:27])[CH2:29][OH:30])[CH2:24][CH2:25]4)[CH2:14][CH2:13]3)[C:6]=2[CH2:5][CH2:4]1, predict the reactants needed to synthesize it. The reactants are: Cl.Cl.[O:3]1[C:7]2[CH:8]=[CH:9][CH:10]=[C:11]([CH:12]3[CH2:17][CH2:16][N:15]([CH2:18][CH2:19][C@H:20]4[CH2:25][CH2:24][C@H:23]([NH2:26])[CH2:22][CH2:21]4)[CH2:14][CH2:13]3)[C:6]=2[CH2:5][CH2:4]1.[OH:27][CH2:28][C:29](O)=[O:30]. (6) Given the product [NH:6]1[C:7]2[C:3](=[C:2]([NH:1][C:20](=[O:21])[CH2:19][C:15]3[CH:16]=[CH:17][CH:18]=[C:13]([O:12][CH3:11])[CH:14]=3)[CH:10]=[CH:9][CH:8]=2)[CH:4]=[CH:5]1, predict the reactants needed to synthesize it. The reactants are: [NH2:1][C:2]1[CH:10]=[CH:9][CH:8]=[C:7]2[C:3]=1[CH:4]=[CH:5][NH:6]2.[CH3:11][O:12][C:13]1[CH:14]=[C:15]([CH2:19][C:20](O)=[O:21])[CH:16]=[CH:17][CH:18]=1.CCN=C=NCCCN(C)C.Cl.